From a dataset of Reaction yield outcomes from USPTO patents with 853,638 reactions. Predict the reaction yield, written as a fraction of the theoretical maximum amount of product (1.0 means a 100% yield; for example, 0.34 means a 34% yield). (1) The reactants are [CH2:1]([C@H:3]1[NH:12][C:11]2[C:6](=[CH:7][C:8]([F:13])=[CH:9][CH:10]=2)[NH:5][C:4]1=[O:14])[CH3:2].[CH3:15][O:16][C:17]1[CH:18]=[C:19]([CH:23]=[CH:24][CH:25]=1)[C:20](Cl)=[O:21].C([C@H]1N(C(=O)C2C=CC(OC)=CC=2)C2C(=CC(F)=CC=2)NC1=O)C. No catalyst specified. The product is [CH2:1]([C@H:3]1[N:12]([C:20](=[O:21])[C:19]2[CH:23]=[CH:24][CH:25]=[C:17]([O:16][CH3:15])[CH:18]=2)[C:11]2[C:6](=[CH:7][C:8]([F:13])=[CH:9][CH:10]=2)[NH:5][C:4]1=[O:14])[CH3:2]. The yield is 0.760. (2) The reactants are F[C:2]1[CH:7]=[CH:6][N:5]2[C:8]([C:11]([NH:13][C:14]3[CH:22]=[CH:21][CH:20]=[C:19]4[C:15]=3[C:16]([CH3:33])=[N:17][N:18]4[CH2:23][C:24]3[CH:29]=[CH:28][CH:27]=[C:26]([CH:30]([CH3:32])[CH3:31])[N:25]=3)=[O:12])=[CH:9][N:10]=[C:4]2[CH:3]=1.O1[CH2:39][CH2:38][N:37]([CH2:40][CH2:41][OH:42])[CH2:36][CH2:35]1. No catalyst specified. The product is [CH:30]1([C:26]2[N:25]=[C:24]([CH2:23][N:18]3[C:19]4[C:15](=[C:14]([NH:13][C:11]([C:8]5[N:5]6[CH:6]=[CH:7][C:2]([O:42][CH2:41][CH2:40][N:37]7[CH2:36][CH2:35][N:5]([CH:8]([CH3:11])[CH3:9])[CH2:39][CH2:38]7)=[CH:3][C:4]6=[N:10][CH:9]=5)=[O:12])[CH:22]=[CH:21][CH:20]=4)[C:16]([CH3:33])=[N:17]3)[CH:29]=[CH:28][CH:27]=2)[CH2:31][CH2:32]1. The yield is 0.480. (3) The reactants are Br[C:2]1[CH:11]=[CH:10][C:9]2[O:8][CH2:7][C:6]3[CH:12]=[C:13]([C:15]([N:17]([C:19]4[CH:24]=[CH:23][C:22]([F:25])=[CH:21][C:20]=4[F:26])[CH3:18])=[O:16])[S:14][C:5]=3[C:4]=2[CH:3]=1.[Cu](C#N)[C:28]#[N:29]. The catalyst is CN(C)C=O.[Cl-].[NH4+].[OH-].[NH4+]. The product is [C:28]([C:2]1[CH:11]=[CH:10][C:9]2[O:8][CH2:7][C:6]3[CH:12]=[C:13]([C:15]([N:17]([C:19]4[CH:24]=[CH:23][C:22]([F:25])=[CH:21][C:20]=4[F:26])[CH3:18])=[O:16])[S:14][C:5]=3[C:4]=2[CH:3]=1)#[N:29]. The yield is 0.790. (4) The reactants are C([O:3][C:4](=O)/[C:5](/[O-])=[CH:6]/[C:7]([O:9]CC)=[O:8])C.[Na+].C(O)(=O)C.[CH:19](=[NH:21])[NH2:20].[OH-].[Na+]. The catalyst is O. The product is [OH:3][C:4]1[N:21]=[CH:19][N:20]=[C:6]([C:7]([OH:9])=[O:8])[CH:5]=1. The yield is 0.163. (5) The reactants are [CH3:1][N:2]1[CH:6]=[C:5]([C:7]2[CH:8]=[C:9]([CH:13]=[C:14]([C:16]([F:19])([F:18])[F:17])[CH:15]=2)[C:10]([OH:12])=O)[CH:4]=[N:3]1.Cl.CN(C)CCCN=C=NCC.[NH2:32][C:33]1[CH:42]=[C:41]2[C:36]([CH2:37][CH2:38][CH:39]([C:43]([O:45][CH3:46])=[O:44])[CH2:40]2)=[CH:35][CH:34]=1.Cl. The catalyst is N1C=CC=CC=1. The product is [CH3:1][N:2]1[CH:6]=[C:5]([C:7]2[CH:8]=[C:9]([CH:13]=[C:14]([C:16]([F:19])([F:18])[F:17])[CH:15]=2)[C:10]([NH:32][C:33]2[CH:42]=[C:41]3[C:36]([CH2:37][CH2:38][CH:39]([C:43]([O:45][CH3:46])=[O:44])[CH2:40]3)=[CH:35][CH:34]=2)=[O:12])[CH:4]=[N:3]1. The yield is 0.580.